This data is from Catalyst prediction with 721,799 reactions and 888 catalyst types from USPTO. The task is: Predict which catalyst facilitates the given reaction. Reactant: C(N(CC)CC)C.Cl.[NH2:9][C@H:10]([C:21]([O:23][CH3:24])=[O:22])[CH2:11][C:12]1[C:20]2[C:15](=[CH:16][CH:17]=[CH:18][CH:19]=2)[NH:14][CH:13]=1.[C:25](O)(=[O:28])[CH:26]=[CH2:27].C1CCC(N=C=NC2CCCCC2)CC1. Product: [C:25]([NH:9][C@H:10]([C:21]([O:23][CH3:24])=[O:22])[CH2:11][C:12]1[C:20]2[C:15](=[CH:16][CH:17]=[CH:18][CH:19]=2)[NH:14][CH:13]=1)(=[O:28])[CH:26]=[CH2:27]. The catalyst class is: 366.